Dataset: Forward reaction prediction with 1.9M reactions from USPTO patents (1976-2016). Task: Predict the product of the given reaction. (1) Given the reactants F[C:2](F)(F)[C:3]([O-])=[O:4].[F:8][C:9]1[C:10]([O:32][CH2:33][CH2:34][CH:35]2[CH2:40][CH2:39][NH:38][CH2:37][CH2:36]2)=[C:11]2[C:16](=[CH:17][CH:18]=1)[N:15]=[C:14]([C:19]([NH:21][CH2:22][C:23]1[CH:28]=[CH:27][CH:26]=[C:25]([O:29][CH3:30])[CH:24]=1)=[O:20])[NH:13][C:12]2=[O:31].C(N(CC)CC)C.BrC(O)C.C1(S)C=CC=CC=1, predict the reaction product. The product is: [F:8][C:9]1[C:10]([O:32][CH2:33][CH2:34][CH:35]2[CH2:40][CH2:39][N:38]([CH2:2][CH2:3][OH:4])[CH2:37][CH2:36]2)=[C:11]2[C:16](=[CH:17][CH:18]=1)[N:15]=[C:14]([C:19]([NH:21][CH2:22][C:23]1[CH:28]=[CH:27][CH:26]=[C:25]([O:29][CH3:30])[CH:24]=1)=[O:20])[NH:13][C:12]2=[O:31]. (2) Given the reactants [CH:1]([C:4]1[CH:5]=[C:6]([OH:10])[CH:7]=[CH:8][CH:9]=1)([CH3:3])C.[CH3:11]S(C)=O.Cl[C:16]1[C:21]([CH3:22])=[CH:20][C:19]([N+:23]([O-:25])=[O:24])=[CH:18][N:17]=1, predict the reaction product. The product is: [CH3:22][C:21]1[C:16]([O:10][C:6]2[CH:7]=[CH:8][CH:9]=[C:4]([CH2:1][CH2:3][CH3:11])[CH:5]=2)=[N:17][CH:18]=[C:19]([N+:23]([O-:25])=[O:24])[CH:20]=1. (3) Given the reactants [NH2:1][C:2]1[N:6]([C:7]2[CH:12]=[CH:11][CH:10]=[CH:9][C:8]=2O)[N:5]=[C:4]([C:14]([CH3:17])([CH3:16])[CH3:15])[CH:3]=1.C1(P(C2C=CC=CC=2)C2C=CC=CC=2)C=CC=CC=1.[CH2:37]([O:44][CH2:45][C@H:46]([OH:48])[CH3:47])[C:38]1[CH:43]=[CH:42][CH:41]=[CH:40][CH:39]=1.CC(OC(/N=N/C(OC(C)C)=O)=O)C, predict the reaction product. The product is: [CH2:37]([O:44][CH2:45][C@H:46]([CH3:47])[O:48][C:9]1[CH:8]=[C:7]([N:6]2[C:2]([NH2:1])=[CH:3][C:4]([C:14]([CH3:17])([CH3:16])[CH3:15])=[N:5]2)[CH:12]=[CH:11][CH:10]=1)[C:38]1[CH:43]=[CH:42][CH:41]=[CH:40][CH:39]=1.